Dataset: Forward reaction prediction with 1.9M reactions from USPTO patents (1976-2016). Task: Predict the product of the given reaction. (1) Given the reactants [CH2:1]([N:5]1[CH:9]=[C:8]([C:10]([CH3:13])([CH3:12])[CH3:11])[S:7]/[C:6]/1=[N:14]\[C:15]([C:17]1[CH:22]=[C:21]([Cl:23])[CH:20]=[CH:19][C:18]=1[O:24]C)=[S:16])[CH2:2][CH2:3][CH3:4].B(Br)(Br)Br.C(=O)(O)[O-].[Na+], predict the reaction product. The product is: [C:10]([C:8]1[S:7]/[C:6](=[N:14]\[C:15](=[S:16])[C:17]2[CH:22]=[C:21]([Cl:23])[CH:20]=[CH:19][C:18]=2[OH:24])/[N:5]([CH2:1][CH2:2][CH2:3][CH3:4])[CH:9]=1)([CH3:13])([CH3:12])[CH3:11]. (2) Given the reactants C(C1C=CC(OCC(O)=O)=CC=1)CC.[CH:15]([C:18]1[CH:32]=[CH:31][C:21]([O:22][CH2:23][C:24]([O:26]C(C)(C)C)=[O:25])=[CH:20][CH:19]=1)([CH3:17])[CH3:16], predict the reaction product. The product is: [CH:15]([C:18]1[CH:32]=[CH:31][C:21]([O:22][CH2:23][C:24]([OH:26])=[O:25])=[CH:20][CH:19]=1)([CH3:17])[CH3:16].